The task is: Predict the reaction yield, written as a fraction of the theoretical maximum amount of product (1.0 means a 100% yield; for example, 0.34 means a 34% yield).. This data is from Reaction yield outcomes from USPTO patents with 853,638 reactions. (1) The reactants are [C:1]([O:5][C:6]([N:8]1[CH2:13][CH2:12][CH:11]([O:14][C:15]2[CH:20]=[CH:19][C:18]([N+:21]([O-])=O)=[CH:17][C:16]=2[CH3:24])[CH2:10][CH2:9]1)=[O:7])([CH3:4])([CH3:3])[CH3:2]. The catalyst is CO.[Pd]. The product is [C:1]([O:5][C:6]([N:8]1[CH2:13][CH2:12][CH:11]([O:14][C:15]2[CH:20]=[CH:19][C:18]([NH2:21])=[CH:17][C:16]=2[CH3:24])[CH2:10][CH2:9]1)=[O:7])([CH3:4])([CH3:3])[CH3:2]. The yield is 0.530. (2) The reactants are Cl[C:2]1[C:7]([OH:8])=[CH:6][CH:5]=[C:4]([CH3:9])[N:3]=1.[CH3:10][O-:11].[Na+].CO.O. The catalyst is C(O)(=O)C. The product is [CH3:10][O:11][C:2]1[C:7]([OH:8])=[CH:6][CH:5]=[C:4]([CH3:9])[N:3]=1. The yield is 0.481. (3) The reactants are [NH:1]1[C:9]2[C:4](=[CH:5][CH:6]=[CH:7][CH:8]=2)[CH:3]=[C:2]1[C:10]([O:12][CH2:13][CH3:14])=[O:11].[H-].[Na+].I[CH3:18]. The catalyst is CN(C=O)C. The product is [CH3:18][N:1]1[C:9]2[C:4](=[CH:5][CH:6]=[CH:7][CH:8]=2)[CH:3]=[C:2]1[C:10]([O:12][CH2:13][CH3:14])=[O:11]. The yield is 0.740. (4) The reactants are [CH:1]1([N:5]2[CH2:10][CH2:9][CH:8]([O:11][C:12]3[CH:17]=[CH:16][C:15]([NH:18][C:19](=[O:27])[CH2:20][N:21]4[CH2:26][CH2:25][O:24][CH2:23][CH2:22]4)=[CH:14][CH:13]=3)[CH2:7][CH2:6]2)[CH2:4][CH2:3][CH2:2]1.[ClH:28]. The catalyst is C(OCC)C.CO. The product is [ClH:28].[ClH:28].[CH:1]1([N:5]2[CH2:6][CH2:7][CH:8]([O:11][C:12]3[CH:13]=[CH:14][C:15]([NH:18][C:19](=[O:27])[CH2:20][N:21]4[CH2:22][CH2:23][O:24][CH2:25][CH2:26]4)=[CH:16][CH:17]=3)[CH2:9][CH2:10]2)[CH2:2][CH2:3][CH2:4]1. The yield is 0.839. (5) The reactants are [CH3:1][Si:2]([C:5]#[CH:6])([CH3:4])[CH3:3].Br[C:8]1[C:9]([NH2:15])=[N:10][CH:11]=[C:12]([Br:14])[N:13]=1.C(N(CC)CC)C. The catalyst is CN(C=O)C.CCOC(C)=O.O.[Cu]I.C1C=CC([P]([Pd]([P](C2C=CC=CC=2)(C2C=CC=CC=2)C2C=CC=CC=2)([P](C2C=CC=CC=2)(C2C=CC=CC=2)C2C=CC=CC=2)[P](C2C=CC=CC=2)(C2C=CC=CC=2)C2C=CC=CC=2)(C2C=CC=CC=2)C2C=CC=CC=2)=CC=1. The product is [Br:14][C:12]1[N:13]=[C:8]([C:6]#[C:5][Si:2]([CH3:4])([CH3:3])[CH3:1])[C:9]([NH2:15])=[N:10][CH:11]=1. The yield is 0.750. (6) The reactants are [CH:1]([C:4]1[N:5]=[C:6]([CH2:9][CH2:10][C:11]2[CH:36]=[CH:35][N:14]3[C:15](=[O:34])[C:16]([C:20]4[N:24]([CH2:25][C:26]5[CH:31]=[CH:30][C:29]([O:32][CH3:33])=[CH:28][CH:27]=5)[N:23]=[N:22][N:21]=4)=[C:17]([OH:19])[N:18]=[C:13]3[CH:12]=2)[S:7][CH:8]=1)([CH3:3])[CH3:2].CN(C1C=CC=CN=1)C.C(N(CC)CC)C.[C:53]1([CH3:63])[CH:58]=[CH:57][C:56]([S:59](Cl)(=[O:61])=[O:60])=[CH:55][CH:54]=1. The catalyst is C(Cl)Cl. The product is [CH:1]([C:4]1[N:5]=[C:6]([CH2:9][CH2:10][C:11]2[CH:36]=[CH:35][N:14]3[C:15](=[O:34])[C:16]([C:20]4[N:24]([CH2:25][C:26]5[CH:31]=[CH:30][C:29]([O:32][CH3:33])=[CH:28][CH:27]=5)[N:23]=[N:22][N:21]=4)=[C:17]([O:19][S:59]([C:56]4[CH:57]=[CH:58][C:53]([CH3:63])=[CH:54][CH:55]=4)(=[O:61])=[O:60])[N:18]=[C:13]3[CH:12]=2)[S:7][CH:8]=1)([CH3:3])[CH3:2]. The yield is 0.640.